Dataset: Catalyst prediction with 721,799 reactions and 888 catalyst types from USPTO. Task: Predict which catalyst facilitates the given reaction. (1) Reactant: CC(C)([O-])C.[Na+].C1(P(C2C=CC=CC=2)C2C=CC3C(=CC=CC=3)C=2C2C3C(=CC=CC=3)C=CC=2P(C2C=CC=CC=2)C2C=CC=CC=2)C=CC=CC=1.[NH:53]1[CH2:58][CH2:57][CH:56]([C:59]([O:61][CH2:62][CH3:63])=[O:60])[CH2:55][CH2:54]1.Br[C:65]1[C:70]([Cl:71])=[CH:69][CH:68]=[CH:67][N:66]=1.[Cl-].[NH4+]. Product: [Cl:71][C:70]1[C:65]([N:53]2[CH2:58][CH2:57][CH:56]([C:59]([O:61][CH2:62][CH3:63])=[O:60])[CH2:55][CH2:54]2)=[N:66][CH:67]=[CH:68][CH:69]=1. The catalyst class is: 101. (2) Reactant: [C:1]([O:10]C)(=O)[C:2]1[C:3](=[CH:5][CH:6]=[CH:7][CH:8]=1)[SH:4].C(O[C:16]1[CH:17]=[CH:18][C:19]([C:22]#N)=[N:20][CH:21]=1)(=O)C.[C:24]([O:27]C1C(C#N)=NC=CC=1)(=[O:26])[CH3:25].[CH2:36]([N:38](CC)CC)C. Product: [C:24]([O:27][CH2:22][C:19]1[CH:18]=[CH:17][C:16]([C:36]2[S:4][C:3]3[CH:5]=[CH:6][CH:7]=[CH:8][C:2]=3[C:1](=[O:10])[N:38]=2)=[CH:21][N:20]=1)(=[O:26])[CH3:25]. The catalyst class is: 11. (3) Reactant: N(C(N1CCCCC1)=O)=NC(N1CCCCC1)=O.[F:19][C:20]1[CH:25]=[C:24]([N:26]([CH2:39][C:40]2[CH:49]=[CH:48][CH:47]=[C:46]3[C:41]=2[CH2:42][CH2:43][CH2:44][N:45]3[CH2:50][CH2:51][OH:52])[S:27]([C:30]2[CH:35]=[CH:34][CH:33]=[CH:32][C:31]=2[N+:36]([O-:38])=[O:37])(=[O:29])=[O:28])[CH:23]=[CH:22][C:21]=1[CH2:53][CH2:54][C:55]([O:57][CH2:58][CH3:59])=[O:56].[F:60][C:61]1[CH:66]=[CH:65][CH:64]=[CH:63][C:62]=1O.C(P(CCCC)CCCC)CCC. Product: [F:19][C:20]1[CH:25]=[C:24]([N:26]([CH2:39][C:40]2[CH:49]=[CH:48][CH:47]=[C:46]3[C:41]=2[CH2:42][CH2:43][CH2:44][N:45]3[CH2:50][CH2:51][O:52][C:62]2[CH:63]=[CH:64][CH:65]=[CH:66][C:61]=2[F:60])[S:27]([C:30]2[CH:35]=[CH:34][CH:33]=[CH:32][C:31]=2[N+:36]([O-:38])=[O:37])(=[O:29])=[O:28])[CH:23]=[CH:22][C:21]=1[CH2:53][CH2:54][C:55]([O:57][CH2:58][CH3:59])=[O:56]. The catalyst class is: 1. (4) Reactant: [H-].[Na+].[CH:3]([N:16]1[CH2:19][CH:18]([OH:20])[CH2:17]1)([C:10]1[CH:15]=[CH:14][CH:13]=[CH:12][CH:11]=1)[C:4]1[CH:9]=[CH:8][CH:7]=[CH:6][CH:5]=1.Cl[C:22]1[CH:27]=[CH:26][C:25]([I:28])=[CH:24][N:23]=1.[Cl-].[NH4+]. Product: [CH:3]([N:16]1[CH2:19][CH:18]([O:20][C:22]2[CH:27]=[CH:26][C:25]([I:28])=[CH:24][N:23]=2)[CH2:17]1)([C:10]1[CH:15]=[CH:14][CH:13]=[CH:12][CH:11]=1)[C:4]1[CH:5]=[CH:6][CH:7]=[CH:8][CH:9]=1. The catalyst class is: 9. (5) The catalyst class is: 19. Product: [ClH:25].[NH2:1][C:4]1[CH:5]=[CH:6][C:7]2[O:12][CH:11]([CH2:13][C:14]([O:16][CH3:17])=[O:15])[CH2:10][N:9]([C:18]3[CH:19]=[CH:20][CH:21]=[CH:22][CH:23]=3)[C:8]=2[CH:24]=1. Reactant: [N+:1]([C:4]1[CH:5]=[CH:6][C:7]2[O:12][CH:11]([CH2:13][C:14]([O:16][CH3:17])=[O:15])[CH2:10][N:9]([C:18]3[CH:23]=[CH:22][CH:21]=[CH:20][CH:19]=3)[C:8]=2[CH:24]=1)([O-])=O.[ClH:25]. (6) Reactant: CC1C=CC(S(OCC2CC3C=CC=C(C4C=CC=C(F)C=4)C=3O2)(=O)=O)=CC=1.[N-]=[N+]=[N-].[Na+].[N:33]([CH2:36][CH:37]1[CH2:41][C:40]2[CH:42]=[CH:43][CH:44]=[C:45]([C:46]3[CH:51]=[CH:50][CH:49]=[C:48]([F:52])[CH:47]=3)[C:39]=2[O:38]1)=[N+]=[N-].[N-]=[N+]=[N-]. Product: [F:52][C:48]1[CH:47]=[C:46]([C:45]2[C:39]3[O:38][CH:37]([CH2:36][NH2:33])[CH2:41][C:40]=3[CH:42]=[CH:43][CH:44]=2)[CH:51]=[CH:50][CH:49]=1. The catalyst class is: 45. (7) The catalyst class is: 6. Product: [Cl:1][C:2]1[CH:7]=[CH:6][C:5]([N:8]2[C:12]([CH3:13])=[C:11]([C:14]([NH:16][C:17]3[CH:18]=[N:19][C:20]([N:25]4[CH2:34][CH2:33][C:28](=[O:29])[CH2:27][CH2:26]4)=[C:21]([C:23]#[N:24])[CH:22]=3)=[O:15])[CH:10]=[N:9]2)=[CH:4][CH:3]=1. Reactant: [Cl:1][C:2]1[CH:7]=[CH:6][C:5]([N:8]2[C:12]([CH3:13])=[C:11]([C:14]([NH:16][C:17]3[CH:18]=[N:19][C:20]([N:25]4[CH2:34][CH2:33][C:28]5(OCC[O:29]5)[CH2:27][CH2:26]4)=[C:21]([C:23]#[N:24])[CH:22]=3)=[O:15])[CH:10]=[N:9]2)=[CH:4][CH:3]=1.C(O)(=O)C.Cl.[OH-].[Na+]. (8) Reactant: [Cl:1][C:2]1[CH:7]=[CH:6][C:5]([C:8]2([NH:11][C:12]3[N:17]=[C:16]([O:18][CH2:19][C:20]([F:23])([F:22])[F:21])[N:15]=[C:14]([NH:24][C:25]4[CH:51]=[CH:50][C:28]([C:29]([NH:31][CH:32]([CH:37]5[CH2:42][CH2:41][CH2:40][N:39](C(OC(C)(C)C)=O)[CH2:38]5)[C:33]([O:35][CH3:36])=[O:34])=[O:30])=[CH:27][CH:26]=4)[N:13]=3)[CH2:10][CH2:9]2)=[CH:4][CH:3]=1.C(O)(C(F)(F)F)=O. Product: [Cl:1][C:2]1[CH:7]=[CH:6][C:5]([C:8]2([NH:11][C:12]3[N:17]=[C:16]([O:18][CH2:19][C:20]([F:21])([F:22])[F:23])[N:15]=[C:14]([NH:24][C:25]4[CH:51]=[CH:50][C:28]([C:29]([NH:31][CH:32]([CH:37]5[CH2:42][CH2:41][CH2:40][NH:39][CH2:38]5)[C:33]([O:35][CH3:36])=[O:34])=[O:30])=[CH:27][CH:26]=4)[N:13]=3)[CH2:10][CH2:9]2)=[CH:4][CH:3]=1. The catalyst class is: 2.